This data is from Full USPTO retrosynthesis dataset with 1.9M reactions from patents (1976-2016). The task is: Predict the reactants needed to synthesize the given product. Given the product [CH2:40]1[CH:34]2[CH2:39][CH2:38][CH2:37][CH2:36][N:28]2[CH2:29][CH2:24][N:25]1[C:24]1[N:25]=[CH:26][C:27]([C:30]([NH:22][C:19]2[NH:20][N:21]=[C:17]([CH2:16][CH2:15][C:9]3[CH:8]=[C:7]([O:6][CH3:5])[CH:12]=[C:11]([O:13][CH3:14])[CH:10]=3)[CH:18]=2)=[O:32])=[N:28][CH:29]=1, predict the reactants needed to synthesize it. The reactants are: C[Al](C)C.[CH3:5][O:6][C:7]1[CH:8]=[C:9]([CH2:15][CH2:16][C:17]2[CH:18]=[C:19]([NH2:22])[NH:20][N:21]=2)[CH:10]=[C:11]([O:13][CH3:14])[CH:12]=1.Cl[C:24]1[N:25]=[CH:26][C:27]([C:30]([O:32]C)=O)=[N:28][CH:29]=1.[C:34]1([CH3:40])[CH:39]=[CH:38][CH:37]=[CH:36]C=1.